This data is from Forward reaction prediction with 1.9M reactions from USPTO patents (1976-2016). The task is: Predict the product of the given reaction. (1) Given the reactants C(=O)(O[N:11]1[C:15](=O)[CH2:14][CH2:13][C:12]1=O)O[N:11]1[C:15](=O)[CH2:14][CH2:13][C:12]1=O.[P:19]([O:31][CH2:32][C@H:33]1[O:37][C@@H:36]([N:38]2[CH:45]=[C:44](C#CCN)[C:42](=[O:43])[NH:41][C:39]2=[O:40])[CH2:35][C@@H:34]1[OH:50])([O:22][P:23]([O:26][P:27]([OH:30])([OH:29])=[O:28])([OH:25])=[O:24])(=[O:21])[OH:20], predict the reaction product. The product is: [CH:44]1[C:42](=[O:43])[NH:41][C:39](=[O:40])[N:38]([C@@H:36]2[O:37][C@H:33]([CH2:32][O:31][P:19]([O:22][P:23]([O:26][P:27]([OH:30])([OH:29])=[O:28])([OH:25])=[O:24])([OH:21])=[O:20])[C@@H:34]([OH:50])[CH2:35]2)[CH:45]=1.[CH2:32]([NH+:11]([CH2:12][CH3:13])[CH2:15][CH3:14])[CH3:33]. (2) The product is: [F:4][C:5]1[CH:6]=[C:7]([CH:23]=[CH:24][CH:25]=1)[CH2:8][NH:9][C:10]([NH:11][C:12]1[S:13][CH:14]=[C:15]([CH2:17][NH:18][CH3:19])[N:16]=1)=[O:22]. Given the reactants CON.[F:4][C:5]1[CH:6]=[C:7]([CH:23]=[CH:24][CH:25]=1)[CH2:8][NH:9][C:10](=[O:22])[NH:11][C:12]1[S:13][CH:14]=[C:15]([CH2:17][N:18](OC)[CH3:19])[N:16]=1.O, predict the reaction product.